Dataset: Reaction yield outcomes from USPTO patents with 853,638 reactions. Task: Predict the reaction yield, written as a fraction of the theoretical maximum amount of product (1.0 means a 100% yield; for example, 0.34 means a 34% yield). The reactants are [CH3:1][C:2]([CH3:12])=[CH:3][C:4]([C:6]1[CH:11]=[CH:10][CH:9]=[CH:8][CH:7]=1)=O.[C:13]1([S:19]([C:22]#[N:23])(=[O:21])=[O:20])[CH:18]=[CH:17][CH:16]=[CH:15][CH:14]=1.B(OCCCC)(OCCCC)OCCCC. No catalyst specified. The product is [C:13]1([S:19]([C:22]2[CH:1]=[C:2]([CH3:12])[CH:3]=[C:4]([C:6]3[CH:11]=[CH:10][CH:9]=[CH:8][CH:7]=3)[N:23]=2)(=[O:20])=[O:21])[CH:14]=[CH:15][CH:16]=[CH:17][CH:18]=1. The yield is 0.280.